Dataset: Retrosynthesis with 50K atom-mapped reactions and 10 reaction types from USPTO. Task: Predict the reactants needed to synthesize the given product. Given the product Cc1cc(Nc2nccc(C(F)(F)F)n2)cc(-c2ccc(CC(=O)N(C)C)nc2)c1, predict the reactants needed to synthesize it. The reactants are: CNC.Cc1cc(Nc2nccc(C(F)(F)F)n2)cc(-c2ccc(CC(=O)O)nc2)c1.